Dataset: Forward reaction prediction with 1.9M reactions from USPTO patents (1976-2016). Task: Predict the product of the given reaction. (1) Given the reactants [C:1]([O:5][C:6]([NH:8][C@@H:9]([CH3:13])[C:10]([OH:12])=O)=[O:7])([CH3:4])([CH3:3])[CH3:2].OC(C(F)(F)F)=O.[NH2:21][C@@H:22]([CH2:33][C:34]1[CH:39]=[CH:38][CH:37]=[CH:36][N:35]=1)[C:23]([O:25][CH2:26][C:27]1[CH:32]=[CH:31][CH:30]=[CH:29][CH:28]=1)=[O:24].C1C=CC2N(O)N=NC=2C=1.CN(C(ON1N=NC2C=CC=CC1=2)=[N+](C)C)C.F[P-](F)(F)(F)(F)F.CCN(C(C)C)C(C)C, predict the reaction product. The product is: [C:1]([O:5][C:6]([NH:8][C@@H:9]([CH3:13])[C:10]([NH:21][C@@H:22]([CH2:33][C:34]1[CH:39]=[CH:38][CH:37]=[CH:36][N:35]=1)[C:23]([O:25][CH2:26][C:27]1[CH:32]=[CH:31][CH:30]=[CH:29][CH:28]=1)=[O:24])=[O:12])=[O:7])([CH3:2])([CH3:3])[CH3:4]. (2) Given the reactants Cl[CH2:2][CH2:3][C@H:4]([N:11]1[C:19](=[O:20])[C:18]2[C:13](=[CH:14][CH:15]=[CH:16][CH:17]=2)[C:12]1=[O:21])[C:5]1[CH:10]=[CH:9][CH:8]=[CH:7][CH:6]=1.[CH3:22][CH:23]([CH3:39])[C:24]([NH:26][C:27]1[CH:32]=[CH:31][CH:30]=[C:29]([CH:33]2[CH2:38][CH2:37][NH:36][CH2:35][CH2:34]2)[CH:28]=1)=[O:25].C([O-])([O-])=O.[K+].[K+].[Na+].[I-], predict the reaction product. The product is: [O:21]=[C:12]1[C:13]2[C:18](=[CH:17][CH:16]=[CH:15][CH:14]=2)[C:19](=[O:20])[N:11]1[C@H:4]([C:5]1[CH:10]=[CH:9][CH:8]=[CH:7][CH:6]=1)[CH2:3][CH2:2][N:36]1[CH2:37][CH2:38][CH:33]([C:29]2[CH:28]=[C:27]([NH:26][C:24](=[O:25])[CH:23]([CH3:22])[CH3:39])[CH:32]=[CH:31][CH:30]=2)[CH2:34][CH2:35]1. (3) The product is: [C:14]1([CH3:18])[CH:15]=[CH:16][CH:17]=[C:12]([C:11]2[C:6]([CH:4]3[CH2:5][N:2]([C:20]4[CH:29]=[CH:28][C:27]5[C:22](=[CH:23][CH:24]=[CH:25][CH:26]=5)[N:21]=4)[CH2:3]3)=[N:7][CH:8]=[CH:9][N:10]=2)[CH:13]=1. Given the reactants Cl.[NH:2]1[CH2:5][CH:4]([C:6]2[C:11]([C:12]3[CH:13]=[C:14]([CH3:18])[CH:15]=[CH:16][CH:17]=3)=[N:10][CH:9]=[CH:8][N:7]=2)[CH2:3]1.Cl[C:20]1[CH:29]=[CH:28][C:27]2[C:22](=[CH:23][CH:24]=[CH:25][CH:26]=2)[N:21]=1.C([O-])([O-])=O.[Cs+].[Cs+], predict the reaction product. (4) Given the reactants [OH:1][C:2]1[C:3]([C:18]([NH:20][CH2:21][C:22]([O:24]CC)=[O:23])=[O:19])=[C:4]2[C:9](=[CH:10][C:11]=1[C:12]1[S:13][C:14]([CH3:17])=[CH:15][N:16]=1)[N:8]=[CH:7][CH:6]=[N:5]2.[OH-].[Na+], predict the reaction product. The product is: [OH:1][C:2]1[C:3]([C:18]([NH:20][CH2:21][C:22]([OH:24])=[O:23])=[O:19])=[C:4]2[C:9](=[CH:10][C:11]=1[C:12]1[S:13][C:14]([CH3:17])=[CH:15][N:16]=1)[N:8]=[CH:7][CH:6]=[N:5]2. (5) Given the reactants C([O:8][C:9]1[C:14]([Cl:15])=[CH:13][C:12]([NH:16][C:17]2[CH:26]=[CH:25][CH:24]=[CH:23][C:18]=2[C:19]([O:21][CH3:22])=[O:20])=[CH:11][C:10]=1[Cl:27])C1C=CC=CC=1, predict the reaction product. The product is: [Cl:15][C:14]1[CH:13]=[C:12]([NH:16][C:17]2[CH:26]=[CH:25][CH:24]=[CH:23][C:18]=2[C:19]([O:21][CH3:22])=[O:20])[CH:11]=[C:10]([Cl:27])[C:9]=1[OH:8]. (6) Given the reactants Br[C:2]1[CH:3]=[N:4][C:5]([O:8][CH2:9][CH:10]2[CH2:15][CH2:14][N:13]([CH2:16][C:17]3([C:21]([F:24])([F:23])[F:22])[CH2:20][CH2:19][CH2:18]3)[CH2:12][CH2:11]2)=[N:6][CH:7]=1.[F:25][C:26]1[CH:31]=[C:30]([C:32]([O:34][CH3:35])=[O:33])[CH:29]=[CH:28][C:27]=1B(O)O.C([O-])([O-])=O.[Cs+].[Cs+].O1CCOCC1, predict the reaction product. The product is: [F:25][C:26]1[CH:31]=[C:30]([CH:29]=[CH:28][C:27]=1[C:2]1[CH:3]=[N:4][C:5]([O:8][CH2:9][CH:10]2[CH2:15][CH2:14][N:13]([CH2:16][C:17]3([C:21]([F:24])([F:23])[F:22])[CH2:20][CH2:19][CH2:18]3)[CH2:12][CH2:11]2)=[N:6][CH:7]=1)[C:32]([O:34][CH3:35])=[O:33]. (7) Given the reactants [C:1]1([C:16]2[CH:21]=[CH:20][CH:19]=[CH:18][CH:17]=2)[CH:6]=[CH:5][C:4]([C:7]2[CH:8]([O:14][CH3:15])[O:9][CH:10]([O:12][CH3:13])[CH:11]=2)=[CH:3][CH:2]=1, predict the reaction product. The product is: [C:1]1([C:16]2[CH:17]=[CH:18][CH:19]=[CH:20][CH:21]=2)[CH:2]=[CH:3][C:4]([CH:7]2[CH2:11][CH:10]([O:12][CH3:13])[O:9][CH:8]2[O:14][CH3:15])=[CH:5][CH:6]=1.